This data is from Full USPTO retrosynthesis dataset with 1.9M reactions from patents (1976-2016). The task is: Predict the reactants needed to synthesize the given product. The reactants are: Cl.Cl.[CH3:3][C:4]1[CH:9]=[C:8]([C:10](=O)[CH2:11][NH2:12])[CH:7]=[CH:6][N:5]=1.[S-:14][C:15]#[N:16].[K+]. Given the product [CH3:3][C:4]1[CH:9]=[C:8]([C:10]2[NH:16][C:15](=[S:14])[NH:12][CH:11]=2)[CH:7]=[CH:6][N:5]=1, predict the reactants needed to synthesize it.